Dataset: HIV replication inhibition screening data with 41,000+ compounds from the AIDS Antiviral Screen. Task: Binary Classification. Given a drug SMILES string, predict its activity (active/inactive) in a high-throughput screening assay against a specified biological target. (1) The compound is CCN(CC)CCn1[nH]c(=N)c2nc3ccccc3nc21. The result is 0 (inactive). (2) The molecule is CCCCN(C(=O)NCCC)S(=O)(=O)c1ccc(Cl)cc1. The result is 0 (inactive). (3) The drug is CC[Ge](CC)(CC)OC(=O)C(OC(C)=O)c1ccccc1. The result is 0 (inactive). (4) The compound is CCOC(=O)c1cnc2c(ccc3ncccc32)c1Cl. The result is 0 (inactive). (5) The compound is Cc1cc(NCC(O)C(O)C(O)CO)c(Sc2cc(O)nc(O)n2)cc1C. The result is 0 (inactive).